Dataset: Reaction yield outcomes from USPTO patents with 853,638 reactions. Task: Predict the reaction yield, written as a fraction of the theoretical maximum amount of product (1.0 means a 100% yield; for example, 0.34 means a 34% yield). (1) The reactants are [CH3:1][O:2][CH2:3][CH2:4][CH2:5][O:6][C:7]1[CH:8]=[C:9]2[C:13](=[C:14]([N:16]([CH3:26])[S:17]([C:20]3[CH:25]=[CH:24][CH:23]=[CH:22][N:21]=3)(=[O:19])=[O:18])[CH:15]=1)[NH:12][C:11]([C:27]([OH:29])=O)=[CH:10]2.[CH2:30]([S:37][CH:38]([CH2:41][N:42]1[CH2:47][CH2:46][S:45][CH2:44][CH2:43]1)[CH2:39][NH2:40])[C:31]1[CH:36]=[CH:35][CH:34]=[CH:33][CH:32]=1.N1(O)C2C=CC=CC=2N=N1.Cl.CN(C)CCCN=C=NCC. The catalyst is O.CN(C)C=O. The product is [CH2:30]([S:37][CH:38]([CH2:41][N:42]1[CH2:43][CH2:44][S:45][CH2:46][CH2:47]1)[CH2:39][NH:40][C:27]([C:11]1[NH:12][C:13]2[C:9]([CH:10]=1)=[CH:8][C:7]([O:6][CH2:5][CH2:4][CH2:3][O:2][CH3:1])=[CH:15][C:14]=2[N:16]([CH3:26])[S:17]([C:20]1[CH:25]=[CH:24][CH:23]=[CH:22][N:21]=1)(=[O:18])=[O:19])=[O:29])[C:31]1[CH:36]=[CH:35][CH:34]=[CH:33][CH:32]=1. The yield is 0.780. (2) The reactants are [NH2:1][C:2]1[N:7]=[CH:6][N:5]=[C:4]2[N:8]([CH2:26][C@H:27]3[CH2:31][CH2:30][CH2:29][N:28]3[C:32](=[O:36])[CH2:33][C:34]#[N:35])[N:9]=[C:10]([C:11]3[CH:16]=[CH:15][C:14]([O:17][C:18]4[CH:23]=[CH:22][CH:21]=[C:20]([F:24])[C:19]=4[F:25])=[CH:13][CH:12]=3)[C:3]=12.N1[CH2:42][CH2:41][CH2:40][CH2:39]C1. The catalyst is CO.C1(C=O)CC1. The product is [NH2:1][C:2]1[N:7]=[CH:6][N:5]=[C:4]2[N:8]([CH2:26][C@H:27]3[CH2:31][CH2:30][CH2:29][N:28]3[C:32]([C:33](=[CH:39][CH:40]3[CH2:42][CH2:41]3)[C:34]#[N:35])=[O:36])[N:9]=[C:10]([C:11]3[CH:16]=[CH:15][C:14]([O:17][C:18]4[CH:23]=[CH:22][CH:21]=[C:20]([F:24])[C:19]=4[F:25])=[CH:13][CH:12]=3)[C:3]=12. The yield is 0.250. (3) The reactants are Br[C:2]1[S:6][C:5]([CH2:7][N:8]([CH3:16])[C:9](=[O:15])[O:10][C:11]([CH3:14])([CH3:13])[CH3:12])=[CH:4][C:3]=1[C:17]1[C:18]([F:23])=[N:19][CH:20]=[CH:21][CH:22]=1.[CH3:24][O:25][C:26]1[CH:27]=[C:28]([SH:32])[CH:29]=[CH:30][CH:31]=1.C(N(C(C)C)C(C)C)C.O. The catalyst is C1(C)C=CC=CC=1.C1C=CC(/C=C/C(/C=C/C2C=CC=CC=2)=O)=CC=1.C1C=CC(/C=C/C(/C=C/C2C=CC=CC=2)=O)=CC=1.C1C=CC(/C=C/C(/C=C/C2C=CC=CC=2)=O)=CC=1.[Pd].[Pd]. The product is [F:23][C:18]1[C:17]([C:3]2[CH:4]=[C:5]([CH2:7][N:8]([CH3:16])[C:9](=[O:15])[O:10][C:11]([CH3:14])([CH3:13])[CH3:12])[S:6][C:2]=2[S:32][C:28]2[CH:29]=[CH:30][CH:31]=[C:26]([O:25][CH3:24])[CH:27]=2)=[CH:22][CH:21]=[CH:20][N:19]=1. The yield is 0.970.